Dataset: Full USPTO retrosynthesis dataset with 1.9M reactions from patents (1976-2016). Task: Predict the reactants needed to synthesize the given product. (1) Given the product [O:11]=[C:9]1[CH2:8][O:7][C:6]2[CH:12]=[C:2]([S:18]([Cl:13])(=[O:20])=[O:19])[CH:3]=[CH:4][C:5]=2[NH:10]1, predict the reactants needed to synthesize it. The reactants are: N[C:2]1[CH:3]=[CH:4][C:5]2[NH:10][C:9](=[O:11])[CH2:8][O:7][C:6]=2[CH:12]=1.[ClH:13].N([O-])=O.[Na+].[S:18](=[O:20])=[O:19]. (2) The reactants are: [Na+].[C:2]([C:5]1[CH:6]=[CH:7][C:8]([C:11]2[CH:19]=[CH:18][C:14]([C:15]([O-:17])=O)=[CH:13][CH:12]=2)=[N:9][CH:10]=1)(=[O:4])[CH3:3].CN1CCOCC1.ClC1N=C(OC)N=C(OC)N=1.[NH:38]1[CH2:42][CH2:41][CH2:40][C@H:39]1[CH2:43][N:44]1[CH2:48][CH2:47][CH2:46][CH2:45]1. Given the product [N:44]1([CH2:43][C@@H:39]2[CH2:40][CH2:41][CH2:42][N:38]2[C:15]([C:14]2[CH:13]=[CH:12][C:11]([C:8]3[N:9]=[CH:10][C:5]([C:2](=[O:4])[CH3:3])=[CH:6][CH:7]=3)=[CH:19][CH:18]=2)=[O:17])[CH2:48][CH2:47][CH2:46][CH2:45]1, predict the reactants needed to synthesize it. (3) Given the product [CH2:1]([O:8][C:9]1[CH:14]=[CH:13][C:12]([C@@H:15]2[CH2:16][O:18]2)=[CH:11][C:10]=1[N+:19]([O-:21])=[O:20])[C:2]1[CH:7]=[CH:6][CH:5]=[CH:4][CH:3]=1, predict the reactants needed to synthesize it. The reactants are: [CH2:1]([O:8][C:9]1[CH:14]=[CH:13][C:12]([CH:15]([OH:18])[CH2:16]Cl)=[CH:11][C:10]=1[N+:19]([O-:21])=[O:20])[C:2]1[CH:7]=[CH:6][CH:5]=[CH:4][CH:3]=1.[OH-].[Na+].CC(O)=O.O. (4) The reactants are: [Cl:1][C:2]1[CH:3]=[CH:4][C:5]([F:28])=[C:6]([C:8]2[O:12][N:11]=[C:10]([CH2:13][S:14][C:15]3[N:19]([CH2:20][CH2:21][OH:22])[C:18]([C:23]4[S:24][CH:25]=[CH:26][CH:27]=4)=[N:17][N:16]=3)[N:9]=2)[CH:7]=1.[CH3:29][S:30](Cl)(=[O:32])=[O:31]. Given the product [CH3:29][S:30]([O:22][CH2:21][CH2:20][N:19]1[C:18]([C:23]2[S:24][CH:25]=[CH:26][CH:27]=2)=[N:17][N:16]=[C:15]1[S:14][CH2:13][C:10]1[N:9]=[C:8]([C:6]2[CH:7]=[C:2]([Cl:1])[CH:3]=[CH:4][C:5]=2[F:28])[O:12][N:11]=1)(=[O:32])=[O:31], predict the reactants needed to synthesize it. (5) Given the product [CH3:28][C@@H:29]1[CH2:34][O:33][CH2:32][CH2:31][N:30]1[C:2]1[N:10]=[C:9]2[C:5]([N:6]=[CH:7][NH:8]2)=[C:4]([N:11]2[CH2:16][CH2:15][O:14][CH2:13][C@H:12]2[CH3:17])[N:3]=1, predict the reactants needed to synthesize it. The reactants are: Cl[C:2]1[N:10]=[C:9]2[C:5]([N:6]=[CH:7][NH:8]2)=[C:4]([N:11]2[CH2:16][CH2:15][O:14][CH2:13][C@H:12]2[CH3:17])[N:3]=1.C(N(C(C)C)CC)(C)C.Cl.[CH3:28][C@@H:29]1[CH2:34][O:33][CH2:32][CH2:31][NH:30]1.